The task is: Predict which catalyst facilitates the given reaction.. This data is from Catalyst prediction with 721,799 reactions and 888 catalyst types from USPTO. (1) Reactant: N[C@@H:2]([C:7]([OH:9])=[O:8])[C:3]([SH:6])([CH3:5])[CH3:4].[OH-].[Na+].Br[CH2:13][CH2:14][OH:15].C(=O)([O-])[O-].[Na+].[Na+].C(OC1C=CC(S(Cl)(=O)=O)=CC=1)#CCC. The catalyst class is: 475. Product: [OH:15][CH2:14][CH2:13][S:6][C:3]([CH3:5])([CH3:4])[CH2:2][C:7]([OH:9])=[O:8]. (2) Reactant: [C:1]([O-:4])([OH:3])=O.[Na+].ClC(OC(Cl)C)=O.[CH2:13]([O:15][C:16]([C:18]1[CH:19]2[N:43](C)[CH:23]([CH2:24][C:25]=1[C:26]1[CH:31]=[CH:30][CH:29]=[C:28]([O:32][CH2:33][CH2:34][O:35][Si](C(C)(C)C)(C)C)[CH:27]=1)[CH2:22][N:21]([C:45]([O:47][C:48]([CH3:51])([CH3:50])[CH3:49])=[O:46])[CH2:20]2)=[O:17])[CH3:14].CCN(C(C)C)C(C)C.[CH3:61][C:62](OC(OC(O[C:62]([CH3:64])([CH3:63])[CH3:61])=O)=O)([CH3:64])[CH3:63]. Product: [CH2:13]([O:15][C:16]([C:18]1[CH:19]2[N:43]([C:1]([O:4][C:62]([CH3:64])([CH3:63])[CH3:61])=[O:3])[CH:23]([CH2:24][C:25]=1[C:26]1[CH:31]=[CH:30][CH:29]=[C:28]([O:32][CH2:33][CH2:34][OH:35])[CH:27]=1)[CH2:22][N:21]([C:45]([O:47][C:48]([CH3:51])([CH3:50])[CH3:49])=[O:46])[CH2:20]2)=[O:17])[CH3:14]. The catalyst class is: 26.